From a dataset of Forward reaction prediction with 1.9M reactions from USPTO patents (1976-2016). Predict the product of the given reaction. (1) Given the reactants [C:1]([C:5]1[CH:10]=[CH:9][C:8]([S:11]([N:14]([CH2:22][C:23]([OH:25])=O)[C:15]2[CH:20]=[CH:19][C:18]([CH3:21])=[CH:17][CH:16]=2)(=[O:13])=[O:12])=[CH:7][CH:6]=1)([CH3:4])([CH3:3])[CH3:2].[CH2:26]([NH:28][CH2:29][C:30]1[NH:31][CH:32]=[N:33][CH:34]=1)[CH3:27], predict the reaction product. The product is: [C:1]([C:5]1[CH:10]=[CH:9][C:8]([S:11]([N:14]([C:15]2[CH:20]=[CH:19][C:18]([CH3:21])=[CH:17][CH:16]=2)[CH2:22][C:23]([N:28]([CH2:26][CH3:27])[CH2:29][C:30]2[NH:31][CH:32]=[N:33][CH:34]=2)=[O:25])(=[O:13])=[O:12])=[CH:7][CH:6]=1)([CH3:3])([CH3:2])[CH3:4]. (2) Given the reactants [CH2:1]([N:8]1[CH2:13][CH2:12][C:11](=O)[CH2:10][CH2:9]1)[C:2]1[CH:7]=[CH:6][CH:5]=[CH:4][CH:3]=1.N1CCCC1.[C:20]([NH2:24])(=[O:23])[CH:21]=[CH2:22], predict the reaction product. The product is: [CH2:1]([N:8]1[CH2:13][CH2:12][C:11]2[NH:24][C:20](=[O:23])[CH2:21][CH2:22][C:10]=2[CH2:9]1)[C:2]1[CH:7]=[CH:6][CH:5]=[CH:4][CH:3]=1. (3) The product is: [NH2:35][C:3]1[C:18]([C:20]2[CH:21]=[CH:22][C:23]([C:26]3([C:29]([F:32])([F:31])[F:30])[N:28]=[N:27]3)=[CH:24][CH:25]=2)([OH:19])[C:7]2[C:6](=[CH:11][CH:10]=[C:9]([C:12]#[C:13][Si:14]([CH3:15])([CH3:16])[CH3:17])[CH:8]=2)[N:5]=1. Given the reactants ClC(Cl)[C:3]([NH:5][C:6]1[CH:11]=[CH:10][C:9]([C:12]#[C:13][Si:14]([CH3:17])([CH3:16])[CH3:15])=[CH:8][C:7]=1[C:18]([C:20]1[CH:25]=[CH:24][C:23]([C:26]2([C:29]([F:32])([F:31])[F:30])[N:28]=[N:27]2)=[CH:22][CH:21]=1)=[O:19])=O.[C-]#[N:35].[K+], predict the reaction product. (4) Given the reactants [CH2:1]([O:3][C:4]([C:6]1([CH3:27])[CH2:11][CH2:10][N:9]([C:12]2[CH2:26][C:15]3([CH2:18][N:17]([C:19](OC(C)(C)C)=O)[CH2:16]3)[O:14][N:13]=2)[CH2:8][CH2:7]1)=[O:5])[CH3:2].[CH:28]1([C:31]2[CH:36]=[C:35](C=O)[CH:34]=[C:33]([O:39][CH3:40])[C:32]=2[C:41]2[CH:46]=[CH:45][C:44]([F:47])=[CH:43][CH:42]=2)[CH2:30][CH2:29]1, predict the reaction product. The product is: [CH:28]1([C:31]2[CH:36]=[C:35]([CH2:19][N:17]3[CH2:18][C:15]4([CH2:26][C:12]([N:9]5[CH2:8][CH2:7][C:6]([CH3:27])([C:4]([O:3][CH2:1][CH3:2])=[O:5])[CH2:11][CH2:10]5)=[N:13][O:14]4)[CH2:16]3)[CH:34]=[C:33]([O:39][CH3:40])[C:32]=2[C:41]2[CH:46]=[CH:45][C:44]([F:47])=[CH:43][CH:42]=2)[CH2:29][CH2:30]1. (5) Given the reactants [CH3:1][N:2]([CH:22]1[C:31]2[N:30]=[CH:29][CH:28]=[CH:27][C:26]=2[CH2:25][CH2:24][CH2:23]1)[CH2:3][C:4]([NH:6][C:7]1[CH:12]=[CH:11][CH:10]=[CH:9][C:8]=1[NH:13][CH2:14][CH2:15][C:16]1[N:17]=[CH:18][N:19]([CH3:21])[CH:20]=1)=O.CC(C)(CN1C2C=CC=CC=2N=C1CNC(OCC1C=CC=CC=1)=O)CNC(=O)OC(C)(C)C, predict the reaction product. The product is: [CH3:1][N:2]([CH2:3][C:4]1[N:13]([CH2:14][CH2:15][C:16]2[N:17]=[CH:18][N:19]([CH3:21])[CH:20]=2)[C:8]2[CH:9]=[CH:10][CH:11]=[CH:12][C:7]=2[N:6]=1)[CH:22]1[C:31]2[N:30]=[CH:29][CH:28]=[CH:27][C:26]=2[CH2:25][CH2:24][CH2:23]1. (6) The product is: [Br:1][CH2:36][CH2:35][CH2:34][C:32]1[O:31][N:30]=[C:29]([CH3:28])[CH:33]=1. Given the reactants [Br:1]Br.C1(P(C2C=CC=CC=2)C2C=CC=CC=2)C=CC=CC=1.N1C=CC=CC=1.[CH3:28][C:29]1[CH:33]=[C:32]([CH2:34][CH2:35][CH2:36]O)[O:31][N:30]=1, predict the reaction product. (7) Given the reactants [CH2:1]([N:3]([CH2:18][CH3:19])[CH2:4][CH2:5][NH:6][C:7]([C:9]1[C:13]([CH3:14])=[C:12]([CH:15]=O)[NH:11][C:10]=1[CH3:17])=[O:8])[CH3:2].[F:20][C:21]1[CH:22]=[C:23]2[C:27](=[CH:28][CH:29]=1)[NH:26][C:25](=[O:30])[CH2:24]2.O1CCCC1.N1CCCC1, predict the reaction product. The product is: [CH3:2][CH2:1][N:3]([CH2:4][CH2:5][NH:6][C:7]([C:9]1[C:13]([CH3:14])=[C:12](/[CH:15]=[C:24]2/[C:23]3[CH:22]=[C:21]([F:20])[CH:29]=[CH:28][C:27]=3[NH:26][C:25]/2=[O:30])[NH:11][C:10]=1[CH3:17])=[O:8])[CH2:18][CH3:19].